From a dataset of Reaction yield outcomes from USPTO patents with 853,638 reactions. Predict the reaction yield, written as a fraction of the theoretical maximum amount of product (1.0 means a 100% yield; for example, 0.34 means a 34% yield). (1) The reactants are [Cl:1][C:2]1[N:27]=[C:26]([Cl:28])[CH:25]=[C:24]([CH3:29])[C:3]=1[C:4]([NH:6][CH2:7][CH2:8][C@H:9]([N:11]1[CH2:16][CH2:15][CH:14]([NH:17][CH2:18][C:19]2[CH:23]=[CH:22][S:21][CH:20]=2)[CH2:13][CH2:12]1)[CH3:10])=[O:5].CCN(C(C)C)C(C)C.C([O:42][CH2:43][C:44](Cl)=[O:45])(=O)C.C([O-])(O)=O.[Na+]. The catalyst is ClCCCl. The product is [Cl:1][C:2]1[N:27]=[C:26]([Cl:28])[CH:25]=[C:24]([CH3:29])[C:3]=1[C:4]([NH:6][CH2:7][CH2:8][C@H:9]([N:11]1[CH2:16][CH2:15][CH:14]([N:17]([C:43](=[O:42])[CH2:44][OH:45])[CH2:18][C:19]2[CH:23]=[CH:22][S:21][CH:20]=2)[CH2:13][CH2:12]1)[CH3:10])=[O:5]. The yield is 0.410. (2) The reactants are [Si:1]([O:8][C:9]1[CH:14]=[CH:13][C:12]([C:15]2[N:16]=[C:17]([C:22]([C:24]3[CH:29]=[CH:28][CH:27]=[CH:26][CH:25]=3)=[CH2:23])[C:18]([NH2:21])=[N:19][CH:20]=2)=[CH:11][CH:10]=1)([C:4]([CH3:7])([CH3:6])[CH3:5])([CH3:3])[CH3:2].[Si:30]([O:37][C:38]1[CH:43]=[CH:42][C:41]([CH2:44][C:45](Cl)=[O:46])=[CH:40][CH:39]=1)([C:33]([CH3:36])([CH3:35])[CH3:34])([CH3:32])[CH3:31].O. The catalyst is CN(C)C1C=CN=CC=1.N1C=CC=CC=1. The product is [Si:30]([O:37][C:38]1[CH:39]=[CH:40][C:41]([CH2:44][C:45]([NH:21][C:18]2[C:17]([C:22]([C:24]3[CH:29]=[CH:28][CH:27]=[CH:26][CH:25]=3)=[CH2:23])=[N:16][C:15]([C:12]3[CH:11]=[CH:10][C:9]([O:8][Si:1]([C:4]([CH3:7])([CH3:5])[CH3:6])([CH3:2])[CH3:3])=[CH:14][CH:13]=3)=[CH:20][N:19]=2)=[O:46])=[CH:42][CH:43]=1)([C:33]([CH3:36])([CH3:35])[CH3:34])([CH3:32])[CH3:31]. The yield is 0.333. (3) The reactants are [CH:1]1([C:4](=O)[CH3:5])[CH2:3][CH2:2]1.[CH3:7][C:8]([S:11]([NH2:13])=[O:12])([CH3:10])[CH3:9]. The catalyst is C1COCC1. The product is [CH:1]1(/[C:4](=[N:13]/[S:11]([C:8]([CH3:10])([CH3:9])[CH3:7])=[O:12])/[CH3:5])[CH2:3][CH2:2]1. The yield is 0.270. (4) The reactants are [Al+3].[Cl-].[Cl-].[Cl-].[CH3:5][O:6][C:7]1[CH:50]=[CH:49][C:10]([CH2:11][N:12]([C:31]2[CH:40]=[CH:39][C:38]3[C:33](=[CH:34][CH:35]=[C:36]([O:41]CC4C=CC=CC=4)[CH:37]=3)[CH:32]=2)[C:13](=[O:30])[C:14]2[CH:19]=[CH:18][C:17]([O:20][CH3:21])=[C:16]([C:22]3[CH:27]=[CH:26][CH:25]=[C:24]([O:28][CH3:29])[CH:23]=3)[CH:15]=2)=[CH:9][CH:8]=1. The catalyst is C1(OC)C=CC=CC=1.CO. The product is [CH3:5][O:6][C:7]1[CH:8]=[CH:9][C:10]([CH2:11][N:12]([C:31]2[CH:40]=[CH:39][C:38]3[C:33](=[CH:34][CH:35]=[C:36]([OH:41])[CH:37]=3)[CH:32]=2)[C:13](=[O:30])[C:14]2[CH:19]=[CH:18][C:17]([O:20][CH3:21])=[C:16]([C:22]3[CH:27]=[CH:26][CH:25]=[C:24]([O:28][CH3:29])[CH:23]=3)[CH:15]=2)=[CH:49][CH:50]=1. The yield is 0.770. (5) The reactants are Cl.[NH2:2][CH2:3][CH2:4][CH2:5][NH:6][C:7]1[S:8][C:9]([C:12]([C:14]2[CH:19]=[CH:18][CH:17]=[CH:16][C:15]=2[CH3:20])=[O:13])=[CH:10][N:11]=1.[CH3:21][O:22][C:23]1[CH:28]=[CH:27][CH:26]=[CH:25][C:24]=1[N:29]=[C:30]=[O:31].CCN(CC)CC. The catalyst is CO. The product is [CH3:21][O:22][C:23]1[CH:28]=[CH:27][CH:26]=[CH:25][C:24]=1[NH:29][C:30]([NH:2][CH2:3][CH2:4][CH2:5][NH:6][C:7]1[S:8][C:9]([C:12](=[O:13])[C:14]2[CH:19]=[CH:18][CH:17]=[CH:16][C:15]=2[CH3:20])=[CH:10][N:11]=1)=[O:31]. The yield is 0.470. (6) The reactants are Cl[C:2]1[CH:18]=[CH:17][C:5]([C:6]([NH:8][C:9]2[CH:14]=[CH:13][C:12]([I:15])=[C:11]([CH3:16])[CH:10]=2)=[O:7])=[CH:4][N:3]=1.[NH:19]1[CH2:29][CH2:28][CH:22]([C:23]([O:25][CH2:26][CH3:27])=[O:24])[CH2:21][CH2:20]1.C(N(C(C)C)CC)(C)C.CCOC(C)=O. The catalyst is O1CCOCC1.O. The product is [CH2:26]([O:25][C:23]([CH:22]1[CH2:28][CH2:29][N:19]([C:2]2[CH:18]=[CH:17][C:5]([C:6](=[O:7])[NH:8][C:9]3[CH:14]=[CH:13][C:12]([I:15])=[C:11]([CH3:16])[CH:10]=3)=[CH:4][N:3]=2)[CH2:20][CH2:21]1)=[O:24])[CH3:27]. The yield is 0.450. (7) The reactants are [CH2:1]([O:3][C:4](=[O:17])[CH:5]=[C:6]1[C:14]2[C:9](=[CH:10][CH:11]=[C:12]([O:15][CH3:16])[CH:13]=2)[CH2:8][CH2:7]1)[CH3:2]. The catalyst is CO.[Pd]. The product is [CH2:1]([O:3][C:4](=[O:17])[CH2:5][CH:6]1[C:14]2[C:9](=[CH:10][CH:11]=[C:12]([O:15][CH3:16])[CH:13]=2)[CH2:8][CH2:7]1)[CH3:2]. The yield is 0.940. (8) The reactants are Cl[C:2]1[C:7]([CH:8]([CH2:13][CH2:14][CH3:15])[C:9]([O:11][CH3:12])=[O:10])=[C:6]([CH3:16])[N:5]=[C:4]([N:17]2[CH2:22][CH2:21][CH2:20][CH2:19][CH2:18]2)[N:3]=1.C(N(CC)C(C)C)(C)C.[CH:32]([C:35]1[CH:40]=[CH:39][C:38](B(O)O)=[CH:37][CH:36]=1)([CH3:34])[CH3:33]. The catalyst is COCCOC.O.C1C=CC([P]([Pd]([P](C2C=CC=CC=2)(C2C=CC=CC=2)C2C=CC=CC=2)([P](C2C=CC=CC=2)(C2C=CC=CC=2)C2C=CC=CC=2)[P](C2C=CC=CC=2)(C2C=CC=CC=2)C2C=CC=CC=2)(C2C=CC=CC=2)C2C=CC=CC=2)=CC=1. The product is [CH:32]([C:35]1[CH:40]=[CH:39][C:38]([C:2]2[C:7]([CH:8]([CH2:13][CH2:14][CH3:15])[C:9]([O:11][CH3:12])=[O:10])=[C:6]([CH3:16])[N:5]=[C:4]([N:17]3[CH2:22][CH2:21][CH2:20][CH2:19][CH2:18]3)[N:3]=2)=[CH:37][CH:36]=1)([CH3:34])[CH3:33]. The yield is 0.710. (9) The reactants are [NH2:1][C:2]1[N:3]=[C:4]([N:19]2[CH2:24][CH2:23][N:22]([C:25](=[O:28])[CH2:26][NH2:27])[CH2:21][CH2:20]2)[C:5]2[N:11]=[C:10]([C:12]3[CH:17]=[CH:16][C:15]([F:18])=[CH:14][CH:13]=3)[CH:9]=[CH:8][C:6]=2[N:7]=1.CCN(C(C)C)C(C)C.[Cl:38][C:39]1[CH:47]=[CH:46][C:42]([C:43](Cl)=[O:44])=[CH:41][CH:40]=1. The catalyst is O1CCOCC1. The product is [NH2:1][C:2]1[N:3]=[C:4]([N:19]2[CH2:20][CH2:21][N:22]([C:25](=[O:28])[CH2:26][NH:27][C:43](=[O:44])[C:42]3[CH:46]=[CH:47][C:39]([Cl:38])=[CH:40][CH:41]=3)[CH2:23][CH2:24]2)[C:5]2[N:11]=[C:10]([C:12]3[CH:17]=[CH:16][C:15]([F:18])=[CH:14][CH:13]=3)[CH:9]=[CH:8][C:6]=2[N:7]=1. The yield is 0.510. (10) The reactants are [Br:1][C:2]1[CH:3]=[C:4]([CH:8]=[C:9]([C:11]([O:13][CH3:14])=[O:12])[CH:10]=1)[C:5]([OH:7])=O.CN(C(ON1N=NC2C=CC=NC1=2)=[N+](C)C)C.F[P-](F)(F)(F)(F)F.[CH2:39]([NH:42][CH2:43][CH2:44][CH3:45])[CH2:40][CH3:41]. The catalyst is CN(C=O)C.C(OCC)(=O)C. The product is [Br:1][C:2]1[CH:10]=[C:9]([CH:8]=[C:4]([C:5](=[O:7])[N:42]([CH2:43][CH2:44][CH3:45])[CH2:39][CH2:40][CH3:41])[CH:3]=1)[C:11]([O:13][CH3:14])=[O:12]. The yield is 0.995.